From a dataset of Catalyst prediction with 721,799 reactions and 888 catalyst types from USPTO. Predict which catalyst facilitates the given reaction. (1) Reactant: [N+:1]([C:4]1[CH:8]=[N:7][NH:6][C:5]=1[NH2:9])([O-:3])=[O:2].CN(C)[CH:12]=[CH:13][C:14]([C:16]1[CH:17]=[C:18]([N:22]2[CH2:26][CH2:25][CH2:24][C:23]2=[O:27])[CH:19]=[CH:20][CH:21]=1)=O. Product: [N+:1]([C:4]1[CH:8]=[N:7][N:6]2[C:14]([C:16]3[CH:17]=[C:18]([N:22]4[CH2:26][CH2:25][CH2:24][C:23]4=[O:27])[CH:19]=[CH:20][CH:21]=3)=[CH:13][CH:12]=[N:9][C:5]=12)([O-:3])=[O:2]. The catalyst class is: 15. (2) Reactant: [OH-].[Na+].[NH2:3][C:4]1[CH:11]=[CH:10][C:7]([C:8]#[N:9])=[C:6]([O:12][CH3:13])[CH:5]=1.[C:14](O[C:14]([O:16][C:17]([CH3:20])([CH3:19])[CH3:18])=[O:15])([O:16][C:17]([CH3:20])([CH3:19])[CH3:18])=[O:15].[C:29](O)(C)(C)C. Product: [C:8]([C:7]1[C:6]([CH3:29])([O:12][CH3:13])[CH2:5][C:4]([NH:3][C:14](=[O:15])[O:16][C:17]([CH3:20])([CH3:19])[CH3:18])=[CH:11][CH:10]=1)#[N:9]. The catalyst class is: 132. (3) Reactant: N1C=CC=CC=1C(O)=O.[NH2:10][C:11]1[C:16]([C:17]2[CH:22]=[CH:21][C:20]([OH:23])=[CH:19][CH:18]=2)=[CH:15][CH:14]=[CH:13][N:12]=1.P([O-])([O-])([O-])=O.[K+].[K+].[K+].Br[C:33]1[CH:38]=[CH:37][CH:36]=[C:35]([CH2:39][CH3:40])[CH:34]=1. Product: [CH2:39]([C:35]1[CH:34]=[C:33]([CH:38]=[CH:37][CH:36]=1)[O:23][C:20]1[CH:21]=[CH:22][C:17]([C:16]2[C:11]([NH2:10])=[N:12][CH:13]=[CH:14][CH:15]=2)=[CH:18][CH:19]=1)[CH3:40]. The catalyst class is: 419. (4) Reactant: [CH3:1][N:2]1[C:7](=[O:8])[C:6]([NH:9][C:10]2[CH:15]=[CH:14][N:13]=[CH:12][N:11]=2)=[CH:5][C:4]([C:16]2[CH:21]=[CH:20][N:19]=[C:18]([N:22]3[C:34](=[O:35])[C:33]4[S:32][C:31]5[CH2:30][CH2:29][CH2:28][CH2:27][C:26]=5[C:25]=4[CH:24]=[N:23]3)[C:17]=2[CH:36]=[O:37])=[CH:3]1.[BH4-].[Na+]. Product: [OH:37][CH2:36][C:17]1[C:18]([N:22]2[C:34](=[O:35])[C:33]3[S:32][C:31]4[CH2:30][CH2:29][CH2:28][CH2:27][C:26]=4[C:25]=3[CH:24]=[N:23]2)=[N:19][CH:20]=[CH:21][C:16]=1[C:4]1[CH:5]=[C:6]([NH:9][C:10]2[CH:15]=[CH:14][N:13]=[CH:12][N:11]=2)[C:7](=[O:8])[N:2]([CH3:1])[CH:3]=1. The catalyst class is: 5.